From a dataset of Reaction yield outcomes from USPTO patents with 853,638 reactions. Predict the reaction yield, written as a fraction of the theoretical maximum amount of product (1.0 means a 100% yield; for example, 0.34 means a 34% yield). The reactants are [OH:1][C:2]1[CH:3]=[C:4]([CH:7]=[CH:8][CH:9]=1)[CH:5]=O.[CH3:10][C:11]1[CH:16]=[C:15]([CH3:17])[CH:14]=[C:13]([CH3:18])[C:12]=1[N:19]1[CH2:24][C:23](=O)[CH2:22][C:21](=[O:26])[CH2:20]1.C([O-])(=O)C.[NH4+].[CH3:32][O:33][C:34](=[O:41])[CH2:35][C:36](=O)[CH2:37][O:38][CH3:39].F[B-](F)(F)F.C([N+:51]1C=CN(C)C=1)CCC. No catalyst specified. The product is [CH3:32][O:33][C:34]([C:35]1[CH:5]([C:4]2[CH:7]=[CH:8][CH:9]=[C:2]([OH:1])[CH:3]=2)[C:22]2[C:21](=[O:26])[CH2:20][N:19]([C:12]3[C:13]([CH3:18])=[CH:14][C:15]([CH3:17])=[CH:16][C:11]=3[CH3:10])[CH2:24][C:23]=2[NH:51][C:36]=1[CH2:37][O:38][CH3:39])=[O:41]. The yield is 0.450.